This data is from Full USPTO retrosynthesis dataset with 1.9M reactions from patents (1976-2016). The task is: Predict the reactants needed to synthesize the given product. (1) Given the product [CH2:1]([N:4]1[CH2:9][CH2:8][CH:7]([C:10]([Cl:15])=[O:12])[CH2:6][CH2:5]1)[CH2:2][CH3:3], predict the reactants needed to synthesize it. The reactants are: [CH2:1]([N:4]1[CH2:9][CH2:8][CH:7]([C:10]([OH:12])=O)[CH2:6][CH2:5]1)[CH2:2][CH3:3].S(Cl)([Cl:15])=O. (2) Given the product [C:3]([O:7][C:8](=[O:27])[CH:9]([CH3:26])[CH:10]([OH:25])[CH2:11][CH2:12][C:13]1[CH:14]=[CH:15][C:16]([C:19]2[CH:24]=[CH:23][CH:22]=[CH:21][CH:20]=2)=[CH:17][CH:18]=1)([CH3:6])([CH3:4])[CH3:5], predict the reactants needed to synthesize it. The reactants are: [BH4-].[Na+].[C:3]([O:7][C:8](=[O:27])[CH:9]([CH3:26])[C:10](=[O:25])[CH2:11][CH2:12][C:13]1[CH:18]=[CH:17][C:16]([C:19]2[CH:24]=[CH:23][CH:22]=[CH:21][CH:20]=2)=[CH:15][CH:14]=1)([CH3:6])([CH3:5])[CH3:4].Cl. (3) Given the product [CH3:46][N:45]([CH3:47])[C:43]([C:42]1[CH:41]=[C:40]([NH:39][C:24]([C:16]2[N:17]([CH:21]([CH3:22])[CH3:23])[C:18]([CH:19]=[O:20])=[C:14]([C:11]3[CH:12]=[CH:13][C:8]([F:7])=[CH:9][CH:10]=3)[C:15]=2[C:27]2[CH:32]=[CH:31][CH:30]=[CH:29][CH:28]=2)=[O:26])[CH:50]=[CH:49][CH:48]=1)=[O:44], predict the reactants needed to synthesize it. The reactants are: C(Cl)(=O)C(Cl)=O.[F:7][C:8]1[CH:13]=[CH:12][C:11]([C:14]2[C:15]([C:27]3[CH:32]=[CH:31][CH:30]=[CH:29][CH:28]=3)=[C:16]([C:24]([OH:26])=O)[N:17]([CH:21]([CH3:23])[CH3:22])[C:18]=2[CH:19]=[O:20])=[CH:10][CH:9]=1.C(=O)([O-])[O-].[Na+].[Na+].[NH2:39][C:40]1[CH:41]=[C:42]([CH:48]=[CH:49][CH:50]=1)[C:43]([N:45]([CH3:47])[CH3:46])=[O:44].